Dataset: Forward reaction prediction with 1.9M reactions from USPTO patents (1976-2016). Task: Predict the product of the given reaction. (1) Given the reactants C(OCC)(=O)C.[CH:7]([C:10]1([CH2:15][C:16]2[O:17][C:18]([C:21]3[CH:26]=[CH:25][CH:24]=[CH:23][CH:22]=3)=[N:19][N:20]=2)OCC[O:11]1)([CH3:9])[CH3:8].O.C(=O)(O)[O-], predict the reaction product. The product is: [CH3:8][CH:7]([CH3:9])[C:10](=[O:11])[CH2:15][C:16]1[O:17][C:18]([C:21]2[CH:26]=[CH:25][CH:24]=[CH:23][CH:22]=2)=[N:19][N:20]=1. (2) Given the reactants [C:1]([O:4][C@@H:5]1[C@@H:10]([O:11][C:12](=[O:14])[CH3:13])[C@H:9]([O:15][C:16](=[O:18])[CH3:17])[C@@H:8]([CH2:19][O:20][C:21](=[O:23])[CH3:22])[O:7][C@H:6]1[C:24]1[CH:29]=[CH:28][C:27](Cl)=[CH:26][CH:25]=1)(=[O:3])[CH3:2].[B:31]1([B:31]2[O:35][C:34]([CH3:37])([CH3:36])[C:33]([CH3:39])([CH3:38])[O:32]2)[O:35][C:34]([CH3:37])([CH3:36])[C:33]([CH3:39])([CH3:38])[O:32]1.[K].C1(P(C2CCCCC2)C2CCCCC2)CCCCC1, predict the reaction product. The product is: [C:1]([O:4][C@@H:5]1[C@@H:10]([O:11][C:12](=[O:14])[CH3:13])[C@H:9]([O:15][C:16](=[O:18])[CH3:17])[C@@H:8]([CH2:19][O:20][C:21](=[O:23])[CH3:22])[O:7][C@H:6]1[C:24]1[CH:29]=[CH:28][C:27]([B:31]2[O:35][C:34]([CH3:37])([CH3:36])[C:33]([CH3:39])([CH3:38])[O:32]2)=[CH:26][CH:25]=1)(=[O:3])[CH3:2]. (3) Given the reactants ClC(Cl)(O[C:5](=[O:11])OC(Cl)(Cl)Cl)Cl.[O:13]1[C:19]2[CH:20]=[C:21]([C:24]([O:26][CH3:27])=[O:25])[CH:22]=[CH:23][C:18]=2[CH2:17][NH:16][CH2:15][CH2:14]1.C(N(CC)CC)C.[CH3:35][CH:36]1[CH2:41][CH2:40][CH2:39][CH2:38][NH:37]1, predict the reaction product. The product is: [CH3:35][CH:36]1[CH2:41][CH2:40][CH2:39][CH2:38][N:37]1[C:5]([N:16]1[CH2:17][C:18]2[CH:23]=[CH:22][C:21]([C:24]([O:26][CH3:27])=[O:25])=[CH:20][C:19]=2[O:13][CH2:14][CH2:15]1)=[O:11]. (4) The product is: [CH3:37][C:28]1[CH:33]=[CH:32][C:31]([NH:34][C:35]([NH:25][C:24]2[CH:26]=[CH:27][C:21]([C:9]3[N:8]=[C:7]([N:1]4[CH2:2][CH2:3][O:4][CH2:5][CH2:6]4)[N:12]=[C:11]([N:13]4[CH2:14][CH:15]5[O:20][CH:18]([CH2:17][CH2:16]5)[CH2:19]4)[N:10]=3)=[CH:22][CH:23]=2)=[O:36])=[CH:30][CH:29]=1. Given the reactants [N:1]1([C:7]2[N:12]=[C:11]([N:13]3[CH2:19][CH:18]4[O:20][CH:15]([CH2:16][CH2:17]4)[CH2:14]3)[N:10]=[C:9]([C:21]3[CH:27]=[CH:26][C:24]([NH2:25])=[CH:23][CH:22]=3)[N:8]=2)[CH2:6][CH2:5][O:4][CH2:3][CH2:2]1.[C:28]1([CH3:37])[CH:33]=[CH:32][C:31]([N:34]=[C:35]=[O:36])=[CH:30][CH:29]=1, predict the reaction product. (5) Given the reactants [F:1][C:2]([F:7])([F:6])[C:3]([OH:5])=[O:4].[Cl:8][C:9]1[N:10]=[CH:11][N:12]([C:14]2[CH:19]=[CH:18][C:17]([NH:20][C:21]3[N:38]=[C:24]4[CH:25]([C:31]5[CH:36]=[CH:35][C:34]([F:37])=[CH:33][CH:32]=5)[CH2:26][C:27](=O)[CH2:28][CH2:29][N:23]4[N:22]=3)=[CH:16][C:15]=2[O:39][CH3:40])[CH:13]=1.Cl.[O:42]([NH2:44])[CH3:43].CCN(C(C)C)C(C)C, predict the reaction product. The product is: [F:1][C:2]([F:7])([F:6])[C:3]([OH:5])=[O:4].[CH3:43][O:42]/[N:44]=[C:27]1\[CH2:26][CH:25]([C:31]2[CH:32]=[CH:33][C:34]([F:37])=[CH:35][CH:36]=2)[C:24]2[N:23]([N:22]=[C:21]([NH:20][C:17]3[CH:18]=[CH:19][C:14]([N:12]4[CH:13]=[C:9]([Cl:8])[N:10]=[CH:11]4)=[C:15]([O:39][CH3:40])[CH:16]=3)[N:38]=2)[CH2:29][CH2:28]\1. (6) The product is: [CH3:8][C:6]1[CH:7]=[C:2]([NH:1][C:23]2[N:28]=[C:27]([O:29][C@@H:30]3[CH2:34][CH2:33][N:32]([C:35]([O:37][C:38]([CH3:41])([CH3:40])[CH3:39])=[O:36])[CH2:31]3)[CH:26]=[CH:25][N:24]=2)[CH:3]=[C:4]([C:9]2[S:13][C:12]([N:14]3[CH2:20][CH2:19][CH2:18][NH:17][C:16](=[O:21])[CH2:15]3)=[N:11][CH:10]=2)[CH:5]=1. Given the reactants [NH2:1][C:2]1[CH:3]=[C:4]([C:9]2[S:13][C:12]([N:14]3[CH2:20][CH2:19][CH2:18][NH:17][C:16](=[O:21])[CH2:15]3)=[N:11][CH:10]=2)[CH:5]=[C:6]([CH3:8])[CH:7]=1.Cl[C:23]1[N:28]=[C:27]([O:29][C@@H:30]2[CH2:34][CH2:33][N:32]([C:35]([O:37][C:38]([CH3:41])([CH3:40])[CH3:39])=[O:36])[CH2:31]2)[CH:26]=[CH:25][N:24]=1.CC(O)=O, predict the reaction product.